This data is from Reaction yield outcomes from USPTO patents with 853,638 reactions. The task is: Predict the reaction yield, written as a fraction of the theoretical maximum amount of product (1.0 means a 100% yield; for example, 0.34 means a 34% yield). (1) The reactants are C([O-])([O-])=O.[Cs+].[Cs+].[OH:7][C:8]1[C:16]2[CH:15]=[CH:14][S:13][C:12]=2[CH:11]=[C:10]([C:17]([O:19]CC)=O)[CH:9]=1.F[C:23]1[CH:28]=[CH:27][C:26]([S:29]([CH3:32])(=[O:31])=[O:30])=[CH:25][CH:24]=1.[CH3:33][N:34]1[CH:38]=[CH:37][C:36]([NH2:39])=[N:35]1.CN(C(ON1N=NC2C=CC=NC1=2)=[N+](C)C)C.F[P-](F)(F)(F)(F)F. The catalyst is CN(C=O)C. The product is [CH3:32][S:29]([C:26]1[CH:27]=[CH:28][C:23]([O:7][C:8]2[C:16]3[CH:15]=[CH:14][S:13][C:12]=3[CH:11]=[C:10]([C:17]([NH:39][C:36]3[CH:37]=[CH:38][N:34]([CH3:33])[N:35]=3)=[O:19])[CH:9]=2)=[CH:24][CH:25]=1)(=[O:31])=[O:30]. The yield is 0.240. (2) The reactants are Cl.[NH2:2][C@@H:3]1[CH2:12][CH2:11][CH2:10][C:9]2[C:8]([C:13]3[N:17]=[C:16]([C:18]4[CH:19]=[CH:20][C:21]([O:26][CH:27]([CH3:29])[CH3:28])=[C:22]([CH:25]=4)[C:23]#[N:24])[O:15][N:14]=3)=[CH:7][CH:6]=[CH:5][C:4]1=2.[S:30](N)([NH2:33])(=[O:32])=[O:31].CCN(C(C)C)C(C)C. The catalyst is O1CCOCC1. The product is [C:23]([C:22]1[CH:25]=[C:18]([C:16]2[O:15][N:14]=[C:13]([C:8]3[CH:7]=[CH:6][CH:5]=[C:4]4[C:9]=3[CH2:10][CH2:11][CH2:12][C@H:3]4[NH:2][S:30]([NH2:33])(=[O:32])=[O:31])[N:17]=2)[CH:19]=[CH:20][C:21]=1[O:26][CH:27]([CH3:29])[CH3:28])#[N:24]. The yield is 0.420. (3) The reactants are [NH2:1][C:2]1[CH:7]=[CH:6][C:5]([C:8]([CH3:11])([CH3:10])[CH3:9])=[CH:4][C:3]=1[C:12]1[CH:17]=[CH:16][CH:15]=[C:14]([C:18]([CH3:21])([CH3:20])[CH3:19])[CH:13]=1.[CH:22](O)=[O:23]. The catalyst is O. The product is [CH:22]([NH:1][C:2]1[CH:7]=[CH:6][C:5]([C:8]([CH3:9])([CH3:10])[CH3:11])=[CH:4][C:3]=1[C:12]1[CH:17]=[CH:16][CH:15]=[C:14]([C:18]([CH3:21])([CH3:20])[CH3:19])[CH:13]=1)=[O:23]. The yield is 0.820. (4) The reactants are [Cl:1][C:2]1[CH:22]=[CH:21][C:5]([CH2:6][C:7]2[N:8]=[C:9]([C:15]3[CH:20]=[CH:19][N:18]=[CH:17][CH:16]=3)[S:10][C:11]=2[C:12]([OH:14])=O)=[CH:4][CH:3]=1.Cl.[CH3:24][NH:25][O:26][CH3:27].CN(C(ON1N=NC2C=CC=NC1=2)=[N+](C)C)C.F[P-](F)(F)(F)(F)F.C(N(C(C)C)CC)(C)C. The catalyst is CN(C=O)C.O. The product is [Cl:1][C:2]1[CH:22]=[CH:21][C:5]([CH2:6][C:7]2[N:8]=[C:9]([C:15]3[CH:16]=[CH:17][N:18]=[CH:19][CH:20]=3)[S:10][C:11]=2[C:12]([N:25]([O:26][CH3:27])[CH3:24])=[O:14])=[CH:4][CH:3]=1. The yield is 0.800.